From a dataset of Forward reaction prediction with 1.9M reactions from USPTO patents (1976-2016). Predict the product of the given reaction. (1) Given the reactants [F:1][C:2]1[CH:3]=[C:4]([CH:34]=[CH:35][C:36]=1[OH:37])[C:5]([CH2:7][NH:8][C:9]1[CH:14]=[C:13]([O:15][CH3:16])[CH:12]=[CH:11][C:10]=1[CH:17]1[CH2:26][CH2:25][C:24]2[CH:23]=[C:22]([O:27]C(=O)C(C)(C)C)[CH:21]=[CH:20][C:19]=2[CH2:18]1)=O.Cl[CH2:39][C:40]([N:42]1[CH2:47][CH2:46][O:45][CH2:44][CH2:43]1)=O, predict the reaction product. The product is: [F:1][C:2]1[CH:3]=[C:4]([CH:34]=[CH:35][C:36]=1[O:37][CH2:39][CH2:40][N:42]1[CH2:47][CH2:46][O:45][CH2:44][CH2:43]1)[CH2:5][CH2:7][NH:8][C:9]1[CH:14]=[C:13]([O:15][CH3:16])[CH:12]=[CH:11][C:10]=1[CH:17]1[CH2:18][CH2:19][C:24]2[CH:23]=[C:22]([OH:27])[CH:21]=[CH:20][C:25]=2[CH2:26]1. (2) Given the reactants [Cl:1][C:2]1[CH:7]=[CH:6][CH:5]=[C:4]([Cl:8])[C:3]=1[C:9]1[C:13]([CH2:14][O:15][C:16]2[N:21]=[C:20]([O:22][CH3:23])[C:19]([N+:24]([O-])=O)=[CH:18][CH:17]=2)=[C:12]([CH:27]([CH3:29])[CH3:28])[O:11][N:10]=1.C(O)(=O)C, predict the reaction product. The product is: [Cl:8][C:4]1[CH:5]=[CH:6][CH:7]=[C:2]([Cl:1])[C:3]=1[C:9]1[C:13]([CH2:14][O:15][C:16]2[N:21]=[C:20]([O:22][CH3:23])[C:19]([NH2:24])=[CH:18][CH:17]=2)=[C:12]([CH:27]([CH3:29])[CH3:28])[O:11][N:10]=1. (3) Given the reactants [CH2:1]([CH:3]([C:6]1[C:10]([CH2:11][CH2:12][CH2:13][O:14][C:15]2[C:22]([O:23][CH3:24])=[CH:21][CH:20]=[CH:19][C:16]=2C=O)=[CH:9][N:8]([C:25]2[CH:30]=[CH:29][C:28]([C:31]([F:34])([F:33])[F:32])=[CH:27][N:26]=2)[N:7]=1)[CH2:4][CH3:5])[CH3:2].[O:35]1[CH2:39][CH2:38][CH2:37][CH2:36]1.CSCS(C)=[O:44].[OH-].[Na+], predict the reaction product. The product is: [CH2:4]([CH:3]([C:6]1[C:10]([CH2:11][CH2:12][CH2:13][O:14][C:15]2[C:22]([O:23][CH3:24])=[CH:21][CH:20]=[CH:19][C:16]=2[CH2:37][C:36]([O:35][CH2:39][CH3:38])=[O:44])=[CH:9][N:8]([C:25]2[CH:30]=[CH:29][C:28]([C:31]([F:34])([F:32])[F:33])=[CH:27][N:26]=2)[N:7]=1)[CH2:1][CH3:2])[CH3:5]. (4) Given the reactants C[O:2][C:3](=[O:32])[CH2:4][CH2:5][CH2:6][N:7]1[CH2:11][CH2:10][CH2:9][C@@H:8]1[CH2:12][O:13][C:14]1[CH:19]=[CH:18][C:17]([O:20][C:21]2[CH:26]=[CH:25][C:24]([N:27]3[CH:31]=[CH:30][CH:29]=[N:28]3)=[CH:23][CH:22]=2)=[CH:16][CH:15]=1.O, predict the reaction product. The product is: [N:27]1([C:24]2[CH:23]=[CH:22][C:21]([O:20][C:17]3[CH:18]=[CH:19][C:14]([O:13][CH2:12][C@H:8]4[CH2:9][CH2:10][CH2:11][N:7]4[CH2:6][CH2:5][CH2:4][C:3]([OH:32])=[O:2])=[CH:15][CH:16]=3)=[CH:26][CH:25]=2)[CH:31]=[CH:30][CH:29]=[N:28]1.